This data is from Catalyst prediction with 721,799 reactions and 888 catalyst types from USPTO. The task is: Predict which catalyst facilitates the given reaction. (1) Product: [CH3:1][C:2]1[CH:3]=[C:4]2[C:8](=[CH:9][CH:10]=1)[NH:7][N:15]=[C:5]2[C:6]([OH:11])=[O:13]. The catalyst class is: 223. Reactant: [CH3:1][C:2]1[CH:3]=[C:4]2[C:8](=[CH:9][CH:10]=1)[NH:7][C:6](=[O:11])[C:5]2=O.[OH-:13].[Na+].[N:15]([O-])=O.[Na+].S(=O)(=O)(O)O.[Sn](Cl)Cl. (2) Reactant: [CH3:1][C:2]1([CH3:16])[CH2:7][CH2:6][CH2:5][CH:4]([CH:8]([O:10][C:11]([CH3:15])([CH3:14])[CH2:12][OH:13])[CH3:9])[CH2:3]1.[CH3:17][O:18][C:19](=O)[CH2:20][O:21]C.C[O-].[Na+]. Product: [CH3:16][C:2]1([CH3:1])[CH2:7][CH2:6][CH2:5][CH:4]([CH:8]([O:10][C:11]([CH3:15])([CH3:14])[CH2:12][O:13][C:20](=[O:21])[CH2:19][O:18][CH3:17])[CH3:9])[CH2:3]1. The catalyst class is: 5.